Dataset: NCI-60 drug combinations with 297,098 pairs across 59 cell lines. Task: Regression. Given two drug SMILES strings and cell line genomic features, predict the synergy score measuring deviation from expected non-interaction effect. (1) Drug 1: C1=CC=C(C=C1)NC(=O)CCCCCCC(=O)NO. Drug 2: C1C(C(OC1N2C=NC3=C2NC=NCC3O)CO)O. Cell line: UACC-257. Synergy scores: CSS=14.4, Synergy_ZIP=-2.56, Synergy_Bliss=3.67, Synergy_Loewe=-5.07, Synergy_HSA=0.648. (2) Drug 1: C1=CN(C=N1)CC(O)(P(=O)(O)O)P(=O)(O)O. Drug 2: COCCOC1=C(C=C2C(=C1)C(=NC=N2)NC3=CC=CC(=C3)C#C)OCCOC.Cl. Cell line: PC-3. Synergy scores: CSS=2.49, Synergy_ZIP=-0.603, Synergy_Bliss=-1.02, Synergy_Loewe=0.258, Synergy_HSA=-0.928. (3) Drug 1: COC1=CC(=CC(=C1O)OC)C2C3C(COC3=O)C(C4=CC5=C(C=C24)OCO5)OC6C(C(C7C(O6)COC(O7)C8=CC=CS8)O)O. Drug 2: CCC1=C2CN3C(=CC4=C(C3=O)COC(=O)C4(CC)O)C2=NC5=C1C=C(C=C5)O. Cell line: MCF7. Synergy scores: CSS=41.0, Synergy_ZIP=-3.82, Synergy_Bliss=0.00824, Synergy_Loewe=1.96, Synergy_HSA=4.50. (4) Drug 1: C1=CC(=CC=C1CCC2=CNC3=C2C(=O)NC(=N3)N)C(=O)NC(CCC(=O)O)C(=O)O. Drug 2: C(CN)CNCCSP(=O)(O)O. Cell line: M14. Synergy scores: CSS=26.4, Synergy_ZIP=1.07, Synergy_Bliss=0.707, Synergy_Loewe=-23.6, Synergy_HSA=-1.56. (5) Drug 1: COCCOC1=C(C=C2C(=C1)C(=NC=N2)NC3=CC=CC(=C3)C#C)OCCOC. Drug 2: CC1=C(C(=CC=C1)Cl)NC(=O)C2=CN=C(S2)NC3=CC(=NC(=N3)C)N4CCN(CC4)CCO. Cell line: SW-620. Synergy scores: CSS=28.2, Synergy_ZIP=12.9, Synergy_Bliss=11.5, Synergy_Loewe=11.6, Synergy_HSA=10.6. (6) Drug 1: CC(C1=C(C=CC(=C1Cl)F)Cl)OC2=C(N=CC(=C2)C3=CN(N=C3)C4CCNCC4)N. Drug 2: C1=CC(=C2C(=C1NCCNCCO)C(=O)C3=C(C=CC(=C3C2=O)O)O)NCCNCCO. Cell line: SN12C. Synergy scores: CSS=58.2, Synergy_ZIP=8.80, Synergy_Bliss=7.99, Synergy_Loewe=1.41, Synergy_HSA=10.1. (7) Drug 1: CC12CCC3C(C1CCC2=O)CC(=C)C4=CC(=O)C=CC34C. Drug 2: CC1=C2C(C(=O)C3(C(CC4C(C3C(C(C2(C)C)(CC1OC(=O)C(C(C5=CC=CC=C5)NC(=O)C6=CC=CC=C6)O)O)OC(=O)C7=CC=CC=C7)(CO4)OC(=O)C)O)C)OC(=O)C. Cell line: CAKI-1. Synergy scores: CSS=26.8, Synergy_ZIP=-6.96, Synergy_Bliss=-5.75, Synergy_Loewe=-54.9, Synergy_HSA=-3.16. (8) Drug 1: CN(C(=O)NC(C=O)C(C(C(CO)O)O)O)N=O. Drug 2: CCC1(C2=C(COC1=O)C(=O)N3CC4=CC5=C(C=CC(=C5CN(C)C)O)N=C4C3=C2)O.Cl. Cell line: NCI-H460. Synergy scores: CSS=5.30, Synergy_ZIP=-12.5, Synergy_Bliss=-23.4, Synergy_Loewe=-23.3, Synergy_HSA=-22.9. (9) Drug 1: C(=O)(N)NO. Drug 2: CN1C2=C(C=C(C=C2)N(CCCl)CCCl)N=C1CCCC(=O)O.Cl. Cell line: NCI-H322M. Synergy scores: CSS=0.750, Synergy_ZIP=0.848, Synergy_Bliss=2.81, Synergy_Loewe=-0.301, Synergy_HSA=0.143. (10) Drug 1: COC1=C(C=C2C(=C1)N=CN=C2NC3=CC(=C(C=C3)F)Cl)OCCCN4CCOCC4. Drug 2: C1=CC=C(C(=C1)C(C2=CC=C(C=C2)Cl)C(Cl)Cl)Cl. Cell line: HOP-62. Synergy scores: CSS=10.0, Synergy_ZIP=-1.46, Synergy_Bliss=1.80, Synergy_Loewe=-3.93, Synergy_HSA=1.85.